This data is from Reaction yield outcomes from USPTO patents with 853,638 reactions. The task is: Predict the reaction yield, written as a fraction of the theoretical maximum amount of product (1.0 means a 100% yield; for example, 0.34 means a 34% yield). (1) The reactants are [CH:1]1([NH:4][C:5]([NH:7][C:8]2[CH:13]=[CH:12][C:11]([O:14][C:15]3[CH:20]=[CH:19][N:18]=[C:17]4[CH:21]=[C:22]([C:24]5[CH:29]=[CH:28][C:27]([CH:30]=O)=[CH:26][N:25]=5)[S:23][C:16]=34)=[C:10]([F:32])[CH:9]=2)=[O:6])[CH2:3][CH2:2]1.[NH2:33][CH2:34][CH2:35][C@H:36]([NH:40][C:41]([O:43][C:44]([CH3:47])([CH3:46])[CH3:45])=[O:42])[C:37]([OH:39])=O.C(O)(=O)C.[BH-](OC(C)=O)(OC(C)=O)OC(C)=O.[Na+]. The catalyst is C(Cl)Cl. The product is [CH:1]1([NH:4][C:5](=[O:6])[NH:7][C:8]2[CH:13]=[CH:12][C:11]([O:14][C:15]3[CH:20]=[CH:19][N:18]=[C:17]4[CH:21]=[C:22]([C:24]5[N:25]=[CH:26][C:27]([CH2:30][N:33]6[CH2:34][CH2:35][C@H:36]([NH:40][C:41](=[O:42])[O:43][C:44]([CH3:47])([CH3:46])[CH3:45])[C:37]6=[O:39])=[CH:28][CH:29]=5)[S:23][C:16]=34)=[C:10]([F:32])[CH:9]=2)[CH2:3][CH2:2]1. The yield is 0.370. (2) The reactants are COC([N:5]1[CH:10]=[C:9]([C@@H:11]2[CH2:15][CH2:14][CH2:13][N:12]2[CH3:16])[CH2:8][C:7]([CH:17]=[O:18])=[CH:6]1)=O.C(N(CC)CC)C. The catalyst is CO. The product is [CH3:16][N:12]1[CH2:13][CH2:14][CH2:15][C@H:11]1[C:9]1[CH2:8][C:7]([CH:17]=[O:18])=[CH:6][NH:5][CH:10]=1. The yield is 1.00. (3) The reactants are [F:1][C:2]1[CH:3]=[CH:4][C:5]([OH:17])=[C:6]([C:8](=[O:16])[CH2:9][C:10]2[CH:15]=[CH:14][CH:13]=[CH:12][CH:11]=2)[CH:7]=1.[C:18](OC(=O)C)(=O)[CH3:19].C([O-])(=O)C.[Na+]. No catalyst specified. The product is [F:1][C:2]1[CH:7]=[C:6]2[C:5](=[CH:4][CH:3]=1)[O:17][C:18]([CH3:19])=[C:9]([C:10]1[CH:15]=[CH:14][CH:13]=[CH:12][CH:11]=1)[C:8]2=[O:16]. The yield is 0.800. (4) The reactants are Br[C:2]1[C:7](=[O:8])[N:6]([CH2:9][C:10]2[CH:15]=[CH:14][C:13]([C:16]3[C:17]([C:22]#[N:23])=[CH:18][CH:19]=[CH:20][CH:21]=3)=[CH:12][CH:11]=2)[C:5]([CH2:24][CH2:25][CH3:26])=[N:4][C:3]=1[CH2:27][CH3:28].[CH3:29][C:30]1[CH:35]=[C:34]([CH3:36])[N:33]=[CH:32][C:31]=1[OH:37].[OH-].[K+].CS(C)=O. The catalyst is C(OCC)(=O)C. The product is [CH3:29][C:30]1[CH:35]=[C:34]([CH3:36])[N:33]=[CH:32][C:31]=1[O:37][C:2]1[C:7](=[O:8])[N:6]([CH2:9][C:10]2[CH:15]=[CH:14][C:13]([C:16]3[C:17]([C:22]#[N:23])=[CH:18][CH:19]=[CH:20][CH:21]=3)=[CH:12][CH:11]=2)[C:5]([CH2:24][CH2:25][CH3:26])=[N:4][C:3]=1[CH2:27][CH3:28]. The yield is 0.800. (5) The reactants are [C:1]([Li])([CH3:4])([CH3:3])[CH3:2].Br[C:7]1[CH:12]=[CH:11][CH:10]=[C:9]([C:13]2[CH:18]=[CH:17][CH:16]=[CH:15][CH:14]=2)[N:8]=1.Br[C:20]1[CH:21]=[C:22]([C:32]2[N:37]=[C:36]([C:38]3[CH:39]=[C:40]([C:45]4[CH:50]=[CH:49][CH:48]=[CH:47][CH:46]=4)[CH:41]=[C:42](Br)[CH:43]=3)[N:35]=[C:34]([C:51]3[CH:56]=[CH:55][CH:54]=[CH:53][CH:52]=3)[N:33]=2)[CH:23]=[C:24]([C:26]2[CH:31]=[CH:30][CH:29]=[CH:28][CH:27]=2)[CH:25]=1. The catalyst is C1C=CC([P]([Pd]([P](C2C=CC=CC=2)(C2C=CC=CC=2)C2C=CC=CC=2)([P](C2C=CC=CC=2)(C2C=CC=CC=2)C2C=CC=CC=2)[P](C2C=CC=CC=2)(C2C=CC=CC=2)C2C=CC=CC=2)(C2C=CC=CC=2)C2C=CC=CC=2)=CC=1.O1CCCC1. The product is [C:13]1([C:9]2[N:8]=[C:7]([C:20]3[CH:21]=[C:22]([C:32]4[N:37]=[C:36]([C:38]5[CH:39]=[C:40]([C:45]6[CH:50]=[CH:49][CH:48]=[CH:47][CH:46]=6)[CH:41]=[C:42]([C:7]6[CH:12]=[CH:11][CH:10]=[C:2]([C:1]7[CH:4]=[CH:14][CH:13]=[CH:9][CH:3]=7)[N:8]=6)[CH:43]=5)[N:35]=[C:34]([C:51]5[CH:56]=[CH:55][CH:54]=[CH:53][CH:52]=5)[N:33]=4)[CH:23]=[C:24]([C:26]4[CH:31]=[CH:30][CH:29]=[CH:28][CH:27]=4)[CH:25]=3)[CH:12]=[CH:11][CH:10]=2)[CH:18]=[CH:17][CH:16]=[CH:15][CH:14]=1. The yield is 0.520. (6) The reactants are [CH2:1]([N:3]([CH2:37][CH3:38])[CH2:4][CH2:5][CH2:6][NH:7][C:8]1[N:9]=[C:10]([C:27]2[C:28]([CH3:36])=[C:29]([CH:33]=[CH:34][CH:35]=2)[C:30]([OH:32])=O)[C:11]2[CH:17]=[CH:16][C:15](=[O:18])[N:14]([C:19]3[C:24]([F:25])=[CH:23][CH:22]=[CH:21][C:20]=3[F:26])[C:12]=2[N:13]=1)[CH3:2].CN(C(O[N:47]1N=[N:54][C:49]2C=CC=C[C:48]1=2)=[N+](C)C)C.F[P-](F)(F)(F)(F)F.C(N(CC)CC)C.NCC#N. The catalyst is CN(C=O)C. The product is [C:48]([CH2:49][NH:54][C:30](=[O:32])[C:29]1[CH:33]=[CH:34][CH:35]=[C:27]([C:10]2[C:11]3[CH:17]=[CH:16][C:15](=[O:18])[N:14]([C:19]4[C:20]([F:26])=[CH:21][CH:22]=[CH:23][C:24]=4[F:25])[C:12]=3[N:13]=[C:8]([NH:7][CH2:6][CH2:5][CH2:4][N:3]([CH2:37][CH3:38])[CH2:1][CH3:2])[N:9]=2)[C:28]=1[CH3:36])#[N:47]. The yield is 0.330. (7) The reactants are [CH3:1][N:2]1[C:10]2[C:5](=[CH:6][CH:7]=[CH:8][C:9]=2[C:11]([O:13][CH3:14])=[O:12])[C:4]([CH:15]=O)=[CH:3]1.C[C:18]1[NH:19]C2C(C=1C=O)=CC=CC=2. No catalyst specified. The product is [CH3:1][N:2]1[C:10]2[C:5](=[CH:6][CH:7]=[CH:8][C:9]=2[C:11]([O:13][CH3:14])=[O:12])[C:4]([CH2:15][NH:19][CH3:18])=[CH:3]1. The yield is 0.920.